From a dataset of Reaction yield outcomes from USPTO patents with 853,638 reactions. Predict the reaction yield, written as a fraction of the theoretical maximum amount of product (1.0 means a 100% yield; for example, 0.34 means a 34% yield). (1) The reactants are [C:1]([O:4][CH2:5][CH2:6][CH2:7][CH2:8][CH2:9][CH2:10][CH2:11][CH2:12][CH2:13][CH2:14][CH2:15][Si:16](Cl)([Cl:18])[Cl:17])(=[O:3])[CH3:2].C[SiH](Cl)Cl. The catalyst is [Cl-].C([P+](CCCC)(CCCC)CCCC)CCC. The product is [C:1]([O:4][CH2:5][CH2:6][CH2:7][CH2:8][CH2:9][CH2:10][CH2:11][CH2:12][CH2:13][CH2:14][CH2:15][SiH:16]([Cl:18])[Cl:17])(=[O:3])[CH3:2]. The yield is 0.701. (2) The reactants are [CH3:1][N:2]([CH2:4][C:5]1[CH:6]=[C:7]([C:11]2[N:19]3[C:14]([CH:15]=[CH:16][CH:17]=[CH:18]3)=[CH:13][C:12]=2[CH2:20][OH:21])[CH:8]=[CH:9][CH:10]=1)[CH3:3]. The catalyst is O=[Mn]=O. The product is [CH3:3][N:2]([CH2:4][C:5]1[CH:6]=[C:7]([C:11]2[N:19]3[C:14]([CH:15]=[CH:16][CH:17]=[CH:18]3)=[CH:13][C:12]=2[CH:20]=[O:21])[CH:8]=[CH:9][CH:10]=1)[CH3:1]. The yield is 0.700. (3) The reactants are C([O:9][C@@H:10]1[C@@H:42]([O:43]C(=O)C2C=CC=CC=2)[C@H:41]([O:52]C(=O)C2C=CC=CC=2)[C@@H:40]([C@@H:61]([CH3:71])[O:62]C(=O)C2C=CC=CC=2)[O:39][C@H:11]1[O:12][C:13]1[CH:18]=[C:17]([NH:19][C:20](OCC2C=CC=CC=2)=O)[CH:16]=[CH:15][C:14]=1[CH2:30][C:31]1[CH:36]=[CH:35][C:34]([CH2:37][CH3:38])=[CH:33][CH:32]=1)(=O)C1C=CC=CC=1.CI.[H-].[Na+].C(=O)([O-])[O-].[K+].[K+]. The catalyst is O1CCCC1.CO.[Pd].C(Cl)Cl.O. The product is [O:12]([C:13]1[CH:18]=[C:17]([NH:19][CH3:20])[CH:16]=[CH:15][C:14]=1[CH2:30][C:31]1[CH:32]=[CH:33][C:34]([CH2:37][CH3:38])=[CH:35][CH:36]=1)[C@@H:11]1[O:39][C@H:40]([C@@H:61]([CH3:71])[OH:62])[C@@H:41]([OH:52])[C@H:42]([OH:43])[C@H:10]1[OH:9]. The yield is 0.0600. (4) The reactants are [F:1][C:2]([F:19])([CH:8]([OH:18])[C:9]1[CH:14]=[CH:13][C:12]([N+:15]([O-:17])=[O:16])=[CH:11][CH:10]=1)[C:3]([O:5][CH2:6][CH3:7])=[O:4].[C:20]1([CH3:30])[CH:25]=[CH:24][C:23]([S:26](Cl)(=[O:28])=[O:27])=[CH:22][CH:21]=1. The catalyst is N1C=CC=CC=1.C(OCC)(=O)C. The product is [F:1][C:2]([F:19])([CH:8]([O:18][S:26]([C:23]1[CH:24]=[CH:25][C:20]([CH3:30])=[CH:21][CH:22]=1)(=[O:28])=[O:27])[C:9]1[CH:14]=[CH:13][C:12]([N+:15]([O-:17])=[O:16])=[CH:11][CH:10]=1)[C:3]([O:5][CH2:6][CH3:7])=[O:4]. The yield is 0.990. (5) The reactants are Br.Br[CH:3]([C:5]1[CH:6]=[C:7]([C:23]([N:25]([CH3:27])[CH3:26])=[O:24])[CH:8]=[C:9]2[C:14]=1[O:13][C:12]([N:15]1[CH2:20][CH2:19][O:18][C@H:17]([CH3:21])[CH2:16]1)=[CH:11][C:10]2=[O:22])[CH3:4].[F:28][C:29]1[CH:30]=[C:31]([CH:33]=[C:34]([F:36])[CH:35]=1)[NH2:32]. The catalyst is CC(N(C)C)=O. The product is [F:28][C:29]1[CH:30]=[C:31]([NH:32][CH:3]([C:5]2[CH:6]=[C:7]([C:23]([N:25]([CH3:27])[CH3:26])=[O:24])[CH:8]=[C:9]3[C:14]=2[O:13][C:12]([N:15]2[CH2:20][CH2:19][O:18][C@H:17]([CH3:21])[CH2:16]2)=[CH:11][C:10]3=[O:22])[CH3:4])[CH:33]=[C:34]([F:36])[CH:35]=1. The yield is 0.570. (6) The reactants are [C:1]([O:5][C:6]([N:8]1[CH2:12][CH2:11][CH2:10][C@H:9]1[CH2:13][O:14][C:15]1[CH:20]=[CH:19][C:18]([CH2:21][C:22]2[CH:27]=[CH:26][C:25](I)=[CH:24][CH:23]=2)=[CH:17][CH:16]=1)=[O:7])([CH3:4])([CH3:3])[CH3:2].[S:29]1[CH:33]=[CH:32][C:31](B(O)O)=[CH:30]1. No catalyst specified. The product is [C:1]([O:5][C:6]([N:8]1[CH2:12][CH2:11][CH2:10][C@H:9]1[CH2:13][O:14][C:15]1[CH:20]=[CH:19][C:18]([CH2:21][C:22]2[C:27]([C:31]3[CH:32]=[CH:33][S:29][CH:30]=3)=[CH:26][CH:25]=[CH:24][CH:23]=2)=[CH:17][CH:16]=1)=[O:7])([CH3:4])([CH3:3])[CH3:2]. The yield is 0.740.